From a dataset of NCI-60 drug combinations with 297,098 pairs across 59 cell lines. Regression. Given two drug SMILES strings and cell line genomic features, predict the synergy score measuring deviation from expected non-interaction effect. (1) Drug 1: CC1=C(C=C(C=C1)NC(=O)C2=CC=C(C=C2)CN3CCN(CC3)C)NC4=NC=CC(=N4)C5=CN=CC=C5. Drug 2: CC1=C(C(=CC=C1)Cl)NC(=O)C2=CN=C(S2)NC3=CC(=NC(=N3)C)N4CCN(CC4)CCO. Cell line: HCT-15. Synergy scores: CSS=0.855, Synergy_ZIP=4.95, Synergy_Bliss=7.52, Synergy_Loewe=-12.3, Synergy_HSA=-10.2. (2) Drug 1: CC(C)NC(=O)C1=CC=C(C=C1)CNNC.Cl. Drug 2: C1C(C(OC1N2C=NC3=C2NC=NCC3O)CO)O. Cell line: NCIH23. Synergy scores: CSS=4.76, Synergy_ZIP=1.77, Synergy_Bliss=4.70, Synergy_Loewe=6.22, Synergy_HSA=3.11. (3) Drug 1: CC1=CC=C(C=C1)C2=CC(=NN2C3=CC=C(C=C3)S(=O)(=O)N)C(F)(F)F. Drug 2: CC1=C(N=C(N=C1N)C(CC(=O)N)NCC(C(=O)N)N)C(=O)NC(C(C2=CN=CN2)OC3C(C(C(C(O3)CO)O)O)OC4C(C(C(C(O4)CO)O)OC(=O)N)O)C(=O)NC(C)C(C(C)C(=O)NC(C(C)O)C(=O)NCCC5=NC(=CS5)C6=NC(=CS6)C(=O)NCCC[S+](C)C)O. Cell line: SF-539. Synergy scores: CSS=40.8, Synergy_ZIP=-3.17, Synergy_Bliss=-0.842, Synergy_Loewe=-35.4, Synergy_HSA=-0.561. (4) Drug 2: C1CC(=O)NC(=O)C1N2C(=O)C3=CC=CC=C3C2=O. Synergy scores: CSS=-2.09, Synergy_ZIP=3.18, Synergy_Bliss=4.92, Synergy_Loewe=2.28, Synergy_HSA=1.70. Cell line: A549. Drug 1: CC1CCC2CC(C(=CC=CC=CC(CC(C(=O)C(C(C(=CC(C(=O)CC(OC(=O)C3CCCCN3C(=O)C(=O)C1(O2)O)C(C)CC4CCC(C(C4)OC)OCCO)C)C)O)OC)C)C)C)OC. (5) Drug 1: CC1C(C(CC(O1)OC2CC(OC(C2O)C)OC3=CC4=CC5=C(C(=O)C(C(C5)C(C(=O)C(C(C)O)O)OC)OC6CC(C(C(O6)C)O)OC7CC(C(C(O7)C)O)OC8CC(C(C(O8)C)O)(C)O)C(=C4C(=C3C)O)O)O)O. Cell line: PC-3. Drug 2: CC1C(C(CC(O1)OC2CC(CC3=C2C(=C4C(=C3O)C(=O)C5=CC=CC=C5C4=O)O)(C(=O)C)O)N)O. Synergy scores: CSS=42.8, Synergy_ZIP=2.71, Synergy_Bliss=5.36, Synergy_Loewe=-1.70, Synergy_HSA=6.51. (6) Drug 1: C1=C(C(=O)NC(=O)N1)F. Drug 2: C1=NC2=C(N=C(N=C2N1C3C(C(C(O3)CO)O)F)Cl)N. Cell line: TK-10. Synergy scores: CSS=33.5, Synergy_ZIP=-6.60, Synergy_Bliss=-4.13, Synergy_Loewe=3.60, Synergy_HSA=5.42.